From a dataset of Catalyst prediction with 721,799 reactions and 888 catalyst types from USPTO. Predict which catalyst facilitates the given reaction. (1) Reactant: Br[C:2]1[N:6]2[CH:7]=[C:8]([CH3:23])[N:9]=[C:10]([NH:11][CH2:12][C:13]3[CH:18]=[CH:17][C:16]([S:19]([NH2:22])(=[O:21])=[O:20])=[CH:15][CH:14]=3)[C:5]2=[N:4][CH:3]=1.CC1(C)C(C)(C)OB([C:32]2[CH:37]=[CH:36][C:35]([OH:38])=[CH:34][CH:33]=2)O1.C([O-])([O-])=O.[K+].[K+].O.O(C1C=CC=CC=1P(C1C=CC=CC=1)C1C=CC=CC=1)C1C=CC=CC=1P(C1C=CC=CC=1)C1C=CC=CC=1. Product: [OH:38][C:35]1[CH:36]=[CH:37][C:32]([C:2]2[N:6]3[CH:7]=[C:8]([CH3:23])[N:9]=[C:10]([NH:11][CH2:12][C:13]4[CH:18]=[CH:17][C:16]([S:19]([NH2:22])(=[O:21])=[O:20])=[CH:15][CH:14]=4)[C:5]3=[N:4][CH:3]=2)=[CH:33][CH:34]=1. The catalyst class is: 416. (2) Reactant: [F:1][C:2]([F:12])([F:11])[O:3][C:4]1[CH:10]=[CH:9][CH:8]=[CH:7][C:5]=1[NH2:6].[N+:13]([C:16]1[CH:21]=[CH:20][C:19]([S:22](Cl)(=[O:24])=[O:23])=[CH:18][CH:17]=1)([O-:15])=[O:14]. Product: [N+:13]([C:16]1[CH:17]=[CH:18][C:19]([S:22]([NH:6][C:5]2[CH:7]=[CH:8][CH:9]=[CH:10][C:4]=2[O:3][C:2]([F:11])([F:12])[F:1])(=[O:24])=[O:23])=[CH:20][CH:21]=1)([O-:15])=[O:14]. The catalyst class is: 17. (3) Reactant: [N:1]12[CH2:8][CH2:7][CH:4]([CH2:5][CH2:6]1)[C@@H:3]([NH:9][C:10](=[O:27])[O:11][CH:12]([C:20]1[CH:25]=[CH:24][CH:23]=[C:22]([F:26])[CH:21]=1)[C:13]1[CH:18]=[CH:17][CH:16]=[C:15]([F:19])[CH:14]=1)[CH2:2]2.[Br:28][CH2:29][CH2:30][C:31]1[CH:36]=[CH:35][C:34]([F:37])=[CH:33][CH:32]=1. Product: [Br-:28].[F:26][C:22]1[CH:21]=[C:20]([CH:12]([C:13]2[CH:18]=[CH:17][CH:16]=[C:15]([F:19])[CH:14]=2)[O:11][C:10]([NH:9][C@@H:3]2[CH:4]3[CH2:7][CH2:8][N+:1]([CH2:29][CH2:30][C:31]4[CH:36]=[CH:35][C:34]([F:37])=[CH:33][CH:32]=4)([CH2:6][CH2:5]3)[CH2:2]2)=[O:27])[CH:25]=[CH:24][CH:23]=1. The catalyst class is: 13. (4) Reactant: Br[C:2]1[C:3]([CH3:12])=[C:4]([C:8]([F:11])=[CH:9][CH:10]=1)[C:5]([OH:7])=[O:6].[F:13][C:14]1[CH:15]=[C:16](B(O)O)[CH:17]=[CH:18][CH:19]=1.C([O-])([O-])=O.[Na+].[Na+].Cl. Product: [F:11][C:8]1[C:4]([C:5]([OH:7])=[O:6])=[C:3]([CH3:12])[C:2]([C:18]2[CH:17]=[CH:16][CH:15]=[C:14]([F:13])[CH:19]=2)=[CH:10][CH:9]=1. The catalyst class is: 128.